From a dataset of TCR-epitope binding with 47,182 pairs between 192 epitopes and 23,139 TCRs. Binary Classification. Given a T-cell receptor sequence (or CDR3 region) and an epitope sequence, predict whether binding occurs between them. (1) The epitope is HLVDFQVTI. The TCR CDR3 sequence is CASRRGSTYNEQFF. Result: 0 (the TCR does not bind to the epitope). (2) The epitope is FLPRVFSAV. The TCR CDR3 sequence is CASSLGTDGNTEAFF. Result: 0 (the TCR does not bind to the epitope). (3) The epitope is ELAGIGILTV. The TCR CDR3 sequence is CASSLGQISGNTIYF. Result: 1 (the TCR binds to the epitope). (4) The epitope is YFPLQSYGF. The TCR CDR3 sequence is CASSSRLAGNSYNEQFF. Result: 1 (the TCR binds to the epitope). (5) The epitope is GLIYNRMGAVTTEV. The TCR CDR3 sequence is CASSLALSGNEQFF. Result: 0 (the TCR does not bind to the epitope). (6) The epitope is EIYKRWII. The TCR CDR3 sequence is CASSLVGSPDTQYF. Result: 0 (the TCR does not bind to the epitope). (7) The epitope is IIKDYGKQM. The TCR CDR3 sequence is CASSNGLISSDTQYF. Result: 0 (the TCR does not bind to the epitope). (8) The epitope is MLNIPSINV. Result: 0 (the TCR does not bind to the epitope). The TCR CDR3 sequence is CSARDRAGKETQYF. (9) The epitope is RLRPGGKKR. The TCR CDR3 sequence is CASSTYRGEPQHF. Result: 0 (the TCR does not bind to the epitope). (10) The epitope is TPINLVRDL. The TCR CDR3 sequence is CASSPGTWQYF. Result: 0 (the TCR does not bind to the epitope).